This data is from Catalyst prediction with 721,799 reactions and 888 catalyst types from USPTO. The task is: Predict which catalyst facilitates the given reaction. (1) Product: [CH2:5]([NH:12][C:13]1[CH:18]=[CH:17][C:16]([CH2:19][CH2:20][N+:21]([O-:23])=[O:22])=[CH:15][CH:14]=1)[C:6]1[CH:7]=[CH:8][CH:9]=[CH:10][CH:11]=1. Reactant: C(O)(=O)C.[CH2:5]([NH:12][C:13]1[CH:18]=[CH:17][C:16](/[CH:19]=[CH:20]/[N+:21]([O-:23])=[O:22])=[CH:15][CH:14]=1)[C:6]1[CH:11]=[CH:10][CH:9]=[CH:8][CH:7]=1.[BH4-].[Na+]. The catalyst class is: 16. (2) Reactant: [CH2:1]([O:5][C:6]1[CH:11]=[C:10]([CH2:12][CH2:13][C:14]([O:16][CH3:17])=[O:15])[CH:9]=[CH:8][C:7]=1[C:18]1[CH:23]=[CH:22][CH:21]=[C:20]([CH2:24][NH:25][CH3:26])[CH:19]=1)[CH2:2][CH2:3][CH3:4].[CH2:27]([O:29][C:30]1[CH:38]=[CH:37][C:33]([C:34](Cl)=[O:35])=[CH:32][CH:31]=1)[CH3:28].C(N(CC)CC)C. Product: [CH2:1]([O:5][C:6]1[CH:11]=[C:10]([CH2:12][CH2:13][C:14]([O:16][CH3:17])=[O:15])[CH:9]=[CH:8][C:7]=1[C:18]1[CH:23]=[CH:22][CH:21]=[C:20]([CH2:24][N:25]([C:34](=[O:35])[C:33]2[CH:32]=[CH:31][C:30]([O:29][CH2:27][CH3:28])=[CH:38][CH:37]=2)[CH3:26])[CH:19]=1)[CH2:2][CH2:3][CH3:4]. The catalyst class is: 4. (3) Reactant: [C:1]([CH:3]([CH:7]1[C:11]([Cl:12])=[C:10](Cl)C(=O)O1)[C:4]([NH2:6])=[O:5])#[N:2].Cl.[NH2:16][CH2:17][C:18]1[CH:23]=[C:22]([Cl:24])[CH:21]=[CH:20][C:19]=1[NH:25][C:26](=[O:29])[O:27]C.[C:30](=O)([O-])[O-].[K+].[K+].[OH-].[Na+]. Product: [ClH:12].[CH3:30][N:25]([C:19]1[CH:20]=[CH:21][C:22]([Cl:24])=[CH:23][C:18]=1[CH2:17][N:16]1[CH:10]=[C:11]([Cl:12])[CH:7]=[C:3]([C:4](=[O:5])[NH2:6])[C:1]1=[NH:2])[C:26](=[O:29])[OH:27]. The catalyst class is: 8. (4) Reactant: FC1C=C(CNCCC(C)C)C=CC=1[O:4][C:5]1[CH:17]=[CH:16][C:8]2[C:9](=[O:15])[O:10][C:11]([CH3:14])([CH3:13])[O:12][C:7]=2[CH:6]=1.CC(OC(OC(OC(C)(C)C)=O)=O)(C)C.C(=O)([O-])[O-].[K+].[K+].O. Product: [OH:4][C:5]1[CH:17]=[CH:16][C:8]2[C:9](=[O:15])[O:10][C:11]([CH3:13])([CH3:14])[O:12][C:7]=2[CH:6]=1. The catalyst class is: 13. (5) Product: [OH:26][CH2:25][C:22]1[CH:23]=[CH:24][C:19]([CH:18]2[CH2:17][CH2:16][N:15]([C:46]([O:48][C:49]([CH3:52])([CH3:50])[CH3:51])=[O:47])[CH2:14][CH:13]2[O:12][CH2:11][C:2]2[CH:3]=[CH:4][C:5]3[C:10](=[CH:9][CH:8]=[CH:7][CH:6]=3)[CH:1]=2)=[CH:20][CH:21]=1. The catalyst class is: 61. Reactant: [CH:1]1[C:10]2[C:5](=[CH:6][CH:7]=[CH:8][CH:9]=2)[CH:4]=[CH:3][C:2]=1[CH2:11][O:12][CH:13]1[CH:18]([C:19]2[CH:24]=[CH:23][C:22]([CH2:25][O:26]C(C3C=CC=CC=3)(C3C=CC=CC=3)C3C=CC=CC=3)=[CH:21][CH:20]=2)[CH2:17][CH2:16][N:15]([C:46]([O:48][C:49]([CH3:52])([CH3:51])[CH3:50])=[O:47])[CH2:14]1.Cl.C(=O)([O-])[O-].[Na+].[Na+].